Dataset: Peptide-MHC class I binding affinity with 185,985 pairs from IEDB/IMGT. Task: Regression. Given a peptide amino acid sequence and an MHC pseudo amino acid sequence, predict their binding affinity value. This is MHC class I binding data. (1) The peptide sequence is VIPMFSAL. The MHC is HLA-B44:03 with pseudo-sequence HLA-B44:03. The binding affinity (normalized) is 0. (2) The peptide sequence is NHINVELCL. The MHC is Mamu-A07 with pseudo-sequence Mamu-A07. The binding affinity (normalized) is 0.561. (3) The peptide sequence is YPKTFGWLW. The MHC is Mamu-A2201 with pseudo-sequence Mamu-A2201. The binding affinity (normalized) is 0. (4) The peptide sequence is SLLDAHIPQL. The MHC is HLA-B57:01 with pseudo-sequence HLA-B57:01. The binding affinity (normalized) is 0.139. (5) The peptide sequence is EMKTDAATL. The MHC is HLA-B15:01 with pseudo-sequence HLA-B15:01. The binding affinity (normalized) is 0.383. (6) The peptide sequence is EEKAFSPEV. The MHC is HLA-A02:02 with pseudo-sequence HLA-A02:02. The binding affinity (normalized) is 0.